Dataset: Reaction yield outcomes from USPTO patents with 853,638 reactions. Task: Predict the reaction yield, written as a fraction of the theoretical maximum amount of product (1.0 means a 100% yield; for example, 0.34 means a 34% yield). (1) The reactants are [NH:1]1[CH2:4][CH:3]([N:5]2[CH:9]=[CH:8][C:7]([C:10]3[N:22]([CH2:23][C:24]4[CH:29]=[CH:28][CH:27]=[C:26]([Cl:30])[CH:25]=4)[C:13]4[CH:14]=[CH:15][C:16]5[N:17]([C:18]([CH3:21])=[N:19][N:20]=5)[C:12]=4[CH:11]=3)=[N:6]2)[CH2:2]1.[CH3:31][S:32](Cl)(=[O:34])=[O:33].C(N(CC)CC)C. The catalyst is C(Cl)Cl. The product is [Cl:30][C:26]1[CH:25]=[C:24]([CH:29]=[CH:28][CH:27]=1)[CH2:23][N:22]1[C:13]2[CH:14]=[CH:15][C:16]3[N:17]([C:18]([CH3:21])=[N:19][N:20]=3)[C:12]=2[CH:11]=[C:10]1[C:7]1[CH:8]=[CH:9][N:5]([CH:3]2[CH2:2][N:1]([S:32]([CH3:31])(=[O:34])=[O:33])[CH2:4]2)[N:6]=1. The yield is 0.660. (2) The reactants are [NH2:1][C:2]1[CH:10]=[CH:9][C:5]([C:6]([NH2:8])=[O:7])=[CH:4][CH:3]=1.I[C:12]1[CH:13]=[C:14]([CH3:19])[CH:15]=[C:16]([CH3:18])[CH:17]=1. No catalyst specified. The product is [NH2:1][C:2]1[CH:10]=[CH:9][C:5]([C:6]([NH:8][C:12]2[CH:17]=[C:16]([CH3:18])[CH:15]=[C:14]([CH3:19])[CH:13]=2)=[O:7])=[CH:4][CH:3]=1. The yield is 0.980. (3) The reactants are [F:1][C:2]([F:25])([F:24])[CH2:3][O:4][CH:5]1[CH2:8][CH:7]([O:9][C:10]2[CH:15]=[CH:14][N:13]=[C:12]([CH2:16][C:17]([O:19][C:20](C)(C)C)=[O:18])[CH:11]=2)[CH2:6]1.C(Cl)(=O)C. The catalyst is CO. The product is [F:25][C:2]([F:1])([F:24])[CH2:3][O:4][CH:5]1[CH2:6][CH:7]([O:9][C:10]2[CH:15]=[CH:14][N:13]=[C:12]([CH2:16][C:17]([O:19][CH3:20])=[O:18])[CH:11]=2)[CH2:8]1. The yield is 0.990. (4) The reactants are [N+:1]([C:4]1[CH:5]=[N:6][NH:7][CH:8]=1)([O-:3])=[O:2].N1(C2CCCCCCCCCC2)CCCN=CCCCCC1.[O:31]1[C:33]([CH3:35])([CH3:34])[CH2:32]1. The catalyst is C(#N)C. The product is [CH3:32][C:33]([OH:31])([CH3:35])[CH2:34][N:6]1[CH:5]=[C:4]([N+:1]([O-:3])=[O:2])[CH:8]=[N:7]1. The yield is 0.730. (5) The reactants are [CH3:1][N:2]([CH3:27])[CH2:3][CH2:4][C:5]1[CH:10]=[CH:9][C:8]([C:11]2[C:12]3[C:13]4[CH:26]=[CH:25][S:24][C:14]=4[C:15](=[O:23])[NH:16][C:17]=3[CH:18]=[CH:19][C:20]=2[O:21]C)=[CH:7][CH:6]=1.BrB(Br)Br. No catalyst specified. The product is [CH3:27][N:2]([CH3:1])[CH2:3][CH2:4][C:5]1[CH:6]=[CH:7][C:8]([C:11]2[C:12]3[C:13]4[CH:26]=[CH:25][S:24][C:14]=4[C:15](=[O:23])[NH:16][C:17]=3[CH:18]=[CH:19][C:20]=2[OH:21])=[CH:9][CH:10]=1. The yield is 0.890. (6) The reactants are [NH2:1][C@H:2]1[CH2:6][CH2:5][N:4]([C:7]2[CH:19]=[CH:18][C:10]([C:11]([O:13][C:14]([CH3:17])([CH3:16])[CH3:15])=[O:12])=[CH:9][CH:8]=2)[CH2:3]1.CCN(CC)CC.[CH2:27]([O:34][C:35](Cl)=[O:36])[C:28]1[CH:33]=[CH:32][CH:31]=[CH:30][CH:29]=1. The catalyst is C1COCC1. The product is [CH2:27]([O:34][C:35]([NH:1][C@H:2]1[CH2:6][CH2:5][N:4]([C:7]2[CH:19]=[CH:18][C:10]([C:11]([O:13][C:14]([CH3:16])([CH3:15])[CH3:17])=[O:12])=[CH:9][CH:8]=2)[CH2:3]1)=[O:36])[C:28]1[CH:33]=[CH:32][CH:31]=[CH:30][CH:29]=1. The yield is 0.450. (7) The reactants are Cl[C:2]1[N:6]([C:7]2[CH:12]=[CH:11][C:10]([O:13][CH3:14])=[CH:9][CH:8]=2)[C:5]2[CH:15]=[CH:16][CH:17]=[CH:18][C:4]=2[N:3]=1.[NH2:19][CH2:20][CH2:21][CH2:22][N:23]1[CH2:28][CH2:27][CH:26]([C:29]2[CH:30]=[C:31]([NH:35][C:36](=[O:38])[CH3:37])[CH:32]=[CH:33][CH:34]=2)[CH2:25][CH2:24]1. No catalyst specified. The product is [CH3:14][O:13][C:10]1[CH:11]=[CH:12][C:7]([N:6]2[C:5]3[CH:15]=[CH:16][CH:17]=[CH:18][C:4]=3[N:3]=[C:2]2[NH:19][CH2:20][CH2:21][CH2:22][N:23]2[CH2:28][CH2:27][CH:26]([C:29]3[CH:30]=[C:31]([NH:35][C:36](=[O:38])[CH3:37])[CH:32]=[CH:33][CH:34]=3)[CH2:25][CH2:24]2)=[CH:8][CH:9]=1. The yield is 0.300. (8) The product is [CH2:7]([O:14][C:15]1[CH:16]=[C:17]([CH:31]=[CH:32][CH:33]=1)[C:18]([NH:20][C:21]1[CH:26]=[CH:25][CH:24]=[CH:23][C:22]=1[S:27]([NH:30][C:34](=[O:41])[C:35]1[CH:40]=[CH:39][CH:38]=[CH:37][CH:36]=1)(=[O:29])=[O:28])=[O:19])[C:8]1[CH:9]=[CH:10][CH:11]=[CH:12][CH:13]=1. The reactants are CC(C)([O-])C.[K+].[CH2:7]([O:14][C:15]1[CH:16]=[C:17]([CH:31]=[CH:32][CH:33]=1)[C:18]([NH:20][C:21]1[CH:26]=[CH:25][CH:24]=[CH:23][C:22]=1[S:27]([NH2:30])(=[O:29])=[O:28])=[O:19])[C:8]1[CH:13]=[CH:12][CH:11]=[CH:10][CH:9]=1.[C:34](Cl)(=[O:41])[C:35]1[CH:40]=[CH:39][CH:38]=[CH:37][CH:36]=1.[Cl-].[NH4+]. The catalyst is O1CCCC1. The yield is 0.650.